From a dataset of Reaction yield outcomes from USPTO patents with 853,638 reactions. Predict the reaction yield, written as a fraction of the theoretical maximum amount of product (1.0 means a 100% yield; for example, 0.34 means a 34% yield). (1) The reactants are [NH2:1][C:2]1[CH:7]=[C:6]([Br:8])[CH:5]=[CH:4][C:3]=1[C:9](=[O:11])[CH3:10].Cl.[N:13]([O-])=O.[Na+]. The catalyst is O. The yield is 0.870. The product is [Br:8][C:6]1[CH:7]=[C:2]2[C:3]([C:9]([OH:11])=[CH:10][N:13]=[N:1]2)=[CH:4][CH:5]=1. (2) The reactants are [F:1][C:2]([F:23])([F:22])[C:3]1[CH:8]=[CH:7][C:6]([C:9]2[N:18]=[C:17]([C:19](O)=[O:20])[C:16]3[C:11](=[CH:12][CH:13]=[CH:14][CH:15]=3)[N:10]=2)=[CH:5][CH:4]=1.Cl.[OH:25][C:26]1[C:35]([N:36]([CH3:38])[CH3:37])=[CH:34][CH:33]=[C:32]2[C:27]=1[CH2:28][CH2:29][NH:30][CH2:31]2. No catalyst specified. The product is [F:23][C:2]([F:22])([F:1])[C:3]1[CH:8]=[CH:7][C:6]([C:9]2[N:18]=[C:17]([C:19]([N:30]3[CH2:29][CH2:28][C:27]4[C:32](=[CH:33][CH:34]=[C:35]([N:36]([CH3:38])[CH3:37])[C:26]=4[OH:25])[CH2:31]3)=[O:20])[C:16]3[C:11](=[CH:12][CH:13]=[CH:14][CH:15]=3)[N:10]=2)=[CH:5][CH:4]=1. The yield is 0.150. (3) The reactants are [CH3:1][C:2]1([CH3:24])[CH2:7][CH2:6][N:5]([CH2:8][C:9]2[CH:14]=[CH:13][C:12](B3OC(C)(C)C(C)(C)O3)=[CH:11][CH:10]=2)[CH2:4][CH2:3]1.I[C:26]1[CH:39]=[N:38][C:29]2[NH:30][C:31]3[CH:36]=[N:35][C:34]([Br:37])=[CH:33][C:32]=3[C:28]=2[CH:27]=1. The catalyst is [F-].[K+].C(#N)C.C(OCC)(=O)C. The product is [Br:37][C:34]1[N:35]=[CH:36][C:31]2[NH:30][C:29]3[N:38]=[CH:39][C:26]([C:12]4[CH:11]=[CH:10][C:9]([CH2:8][N:5]5[CH2:4][CH2:3][C:2]([CH3:1])([CH3:24])[CH2:7][CH2:6]5)=[CH:14][CH:13]=4)=[CH:27][C:28]=3[C:32]=2[CH:33]=1. The yield is 0.330. (4) The reactants are [H-].[Na+].[CH3:3][C:4]1[CH:9]=[CH:8][N:7]=[CH:6][N:5]=1.[F:10][C:11]1[CH:21]=[CH:20][C:14]([C:15](OCC)=[O:16])=[CH:13][CH:12]=1.O. The catalyst is CN(C=O)C.CCCCCC.CCOC(C)=O. The product is [F:10][C:11]1[CH:21]=[CH:20][C:14]([C:15](=[O:16])[CH2:3][C:4]2[CH:9]=[CH:8][N:7]=[CH:6][N:5]=2)=[CH:13][CH:12]=1. The yield is 0.480.